Regression. Given two drug SMILES strings and cell line genomic features, predict the synergy score measuring deviation from expected non-interaction effect. From a dataset of NCI-60 drug combinations with 297,098 pairs across 59 cell lines. (1) Drug 1: C1C(C(OC1N2C=C(C(=O)NC2=O)F)CO)O. Drug 2: COC1=C2C(=CC3=C1OC=C3)C=CC(=O)O2. Cell line: EKVX. Synergy scores: CSS=-3.97, Synergy_ZIP=1.62, Synergy_Bliss=-2.13, Synergy_Loewe=-4.64, Synergy_HSA=-5.11. (2) Synergy scores: CSS=19.4, Synergy_ZIP=-2.44, Synergy_Bliss=6.60, Synergy_Loewe=4.96, Synergy_HSA=6.99. Drug 1: CN(C)N=NC1=C(NC=N1)C(=O)N. Drug 2: C1=NC2=C(N=C(N=C2N1C3C(C(C(O3)CO)O)O)F)N. Cell line: ACHN. (3) Drug 2: CC12CCC3C(C1CCC2O)C(CC4=C3C=CC(=C4)O)CCCCCCCCCS(=O)CCCC(C(F)(F)F)(F)F. Cell line: RXF 393. Drug 1: C1=NC(=NC(=O)N1C2C(C(C(O2)CO)O)O)N. Synergy scores: CSS=1.35, Synergy_ZIP=-1.69, Synergy_Bliss=1.98, Synergy_Loewe=2.94, Synergy_HSA=2.92. (4) Drug 1: C1=NC2=C(N1)C(=S)N=CN2. Drug 2: C1CC(=O)NC(=O)C1N2C(=O)C3=CC=CC=C3C2=O. Cell line: MOLT-4. Synergy scores: CSS=65.1, Synergy_ZIP=-2.93, Synergy_Bliss=-7.66, Synergy_Loewe=-43.6, Synergy_HSA=-9.42. (5) Drug 1: CN(C(=O)NC(C=O)C(C(C(CO)O)O)O)N=O. Drug 2: C1C(C(OC1N2C=NC(=NC2=O)N)CO)O. Cell line: 786-0. Synergy scores: CSS=2.67, Synergy_ZIP=0.735, Synergy_Bliss=2.67, Synergy_Loewe=-2.17, Synergy_HSA=0.203.